From a dataset of Forward reaction prediction with 1.9M reactions from USPTO patents (1976-2016). Predict the product of the given reaction. Given the reactants [CH3:1][O:2][C:3](=[O:27])[CH2:4][C@H:5]1[C:9]2[CH:10]=[CH:11][C:12]([O:14][C@H:15]3[C:23]4[C:18](=[C:19](Br)[C:20]([C:24]#[N:25])=[CH:21][CH:22]=4)[CH2:17][CH2:16]3)=[CH:13][C:8]=2[O:7][CH2:6]1.[CH3:28][S:29][C:30]1[CH:37]=[CH:36][C:33]([CH2:34]Br)=[CH:32][CH:31]=1, predict the reaction product. The product is: [CH3:1][O:2][C:3](=[O:27])[CH2:4][C@H:5]1[C:9]2[CH:10]=[CH:11][C:12]([O:14][C@H:15]3[C:23]4[C:18](=[C:19]([CH2:34][C:33]5[CH:36]=[CH:37][C:30]([S:29][CH3:28])=[CH:31][CH:32]=5)[C:20]([C:24]#[N:25])=[CH:21][CH:22]=4)[CH2:17][CH2:16]3)=[CH:13][C:8]=2[O:7][CH2:6]1.